Dataset: Catalyst prediction with 721,799 reactions and 888 catalyst types from USPTO. Task: Predict which catalyst facilitates the given reaction. (1) Reactant: [F:1][C:2]1[C:3]([NH:17][C:18]([C:20]2[N:24]([CH3:25])[N:23]=[CH:22][C:21]=2[C:26]([OH:28])=O)=[O:19])=[CH:4][C:5]2[N:6]([N:8]=[C:9]([C:11]3[CH:16]=[CH:15][CH:14]=[CH:13][CH:12]=3)[N:10]=2)[CH:7]=1.[NH:29]1[CH2:33][CH2:32][CH2:31][CH2:30]1.CCCP(=O)=O.C(N(C(C)C)CC)(C)C. Product: [F:1][C:2]1[C:3]([NH:17][C:18]([C:20]2[N:24]([CH3:25])[N:23]=[CH:22][C:21]=2[C:26]([N:29]2[CH2:33][CH2:32][CH2:31][CH2:30]2)=[O:28])=[O:19])=[CH:4][C:5]2[N:6]([N:8]=[C:9]([C:11]3[CH:16]=[CH:15][CH:14]=[CH:13][CH:12]=3)[N:10]=2)[CH:7]=1. The catalyst class is: 7. (2) Reactant: [CH2:1]([O:8][C:9]1[CH:10]=[C:11]2[C:15](=[CH:16][CH:17]=1)[NH:14][C:13]([C:18]([OH:20])=O)=[CH:12]2)[C:2]1[CH:7]=[CH:6][CH:5]=[CH:4][CH:3]=1.Cl.[C:22]([O:26][C:27]([N:29]1[CH2:34][CH2:33][NH:32][CH2:31][CH2:30]1)=[O:28])([CH3:25])([CH3:24])[CH3:23].C1C=CC2N(O)N=NC=2C=1.CCN=C=NCCCN(C)C.C(=O)([O-])O.[Na+]. Product: [CH2:1]([O:8][C:9]1[CH:10]=[C:11]2[C:15](=[CH:16][CH:17]=1)[NH:14][C:13]([C:18]([N:32]1[CH2:31][CH2:30][N:29]([C:27]([O:26][C:22]([CH3:25])([CH3:24])[CH3:23])=[O:28])[CH2:34][CH2:33]1)=[O:20])=[CH:12]2)[C:2]1[CH:3]=[CH:4][CH:5]=[CH:6][CH:7]=1. The catalyst class is: 3.